This data is from Forward reaction prediction with 1.9M reactions from USPTO patents (1976-2016). The task is: Predict the product of the given reaction. (1) Given the reactants Cl[C:2]1[N:11]=[CH:10][CH:9]=[C:8]2[C:3]=1[CH:4]=[C:5]([C:20]1[CH:25]=[CH:24][CH:23]=[CH:22][CH:21]=1)[C:6](=[O:19])[N:7]2C(OC(C)(C)C)=O.[CH3:26]B(O)O.C([O-])([O-])=O.[Na+].[Na+].O, predict the reaction product. The product is: [CH3:26][C:2]1[N:11]=[CH:10][CH:9]=[C:8]2[C:3]=1[CH:4]=[C:5]([C:20]1[CH:21]=[CH:22][CH:23]=[CH:24][CH:25]=1)[C:6](=[O:19])[NH:7]2. (2) The product is: [CH3:1][N:2]1[CH2:7][CH2:6][N:5]([C:9]([C:11]2[CH:12]=[C:13]([CH:24]=[CH:25][CH:26]=2)[C:14]([O:16][CH2:17][C:18]2[CH:19]=[CH:20][CH:21]=[CH:22][CH:23]=2)=[O:15])=[O:10])[CH2:4][CH2:3]1. Given the reactants [CH3:1][N:2]1[CH2:7][CH2:6][NH:5][CH2:4][CH2:3]1.Cl[C:9]([C:11]1[CH:12]=[C:13]([CH:24]=[CH:25][CH:26]=1)[C:14]([O:16][CH2:17][C:18]1[CH:23]=[CH:22][CH:21]=[CH:20][CH:19]=1)=[O:15])=[O:10].O.C(OCC)(=O)C, predict the reaction product. (3) Given the reactants [NH2:1][C:2]1[CH:7]=[CH:6][C:5]([CH2:8][OH:9])=[C:4]([Cl:10])[CH:3]=1.[C:11]([NH:18][CH2:19][C:20](O)=[O:21])([O:13][C:14]([CH3:17])([CH3:16])[CH3:15])=[O:12].C(N(C(C)C)CC)(C)C.Cl.CN(C)CCCN=C=NCC.[OH-].[Na+], predict the reaction product. The product is: [C:14]([O:13][C:11](=[O:12])[NH:18][CH2:19][C:20](=[O:21])[NH:1][C:2]1[CH:7]=[CH:6][C:5]([CH2:8][OH:9])=[C:4]([Cl:10])[CH:3]=1)([CH3:17])([CH3:15])[CH3:16]. (4) The product is: [Br:1][C:2]1[CH:9]=[CH:8][CH:7]=[C:4]([CH2:5][NH:11][CH2:12][CH2:13][OH:14])[C:3]=1[OH:10]. Given the reactants [Br:1][C:2]1[C:3]([OH:10])=[C:4]([CH:7]=[CH:8][CH:9]=1)[CH:5]=O.[NH2:11][CH2:12][CH2:13][OH:14].C(O[BH-](OC(=O)C)OC(=O)C)(=O)C.[Na+], predict the reaction product. (5) Given the reactants [NH2:1][C:2]1[CH:3]=[CH:4][C:5]([CH3:21])=[C:6]([C:8]2[CH:13]=[CH:12][C:11]([C:14]([NH:16][CH2:17][CH:18]3[CH2:20][CH2:19]3)=[O:15])=[CH:10][CH:9]=2)[CH:7]=1.[F:22][C:23]([F:40])([F:39])[C:24]1[CH:29]=[CH:28][C:27]([C:30]2[CH:31]=[C:32]([CH:36]=[CH:37][CH:38]=2)[C:33](O)=[O:34])=[CH:26][CH:25]=1, predict the reaction product. The product is: [CH:18]1([CH2:17][NH:16][C:14]([C:11]2[CH:12]=[CH:13][C:8]([C:6]3[C:5]([CH3:21])=[CH:4][CH:3]=[C:2]([NH:1][C:33](=[O:34])[C:32]4[CH:36]=[CH:37][CH:38]=[C:30]([C:27]5[CH:28]=[CH:29][C:24]([C:23]([F:22])([F:39])[F:40])=[CH:25][CH:26]=5)[CH:31]=4)[CH:7]=3)=[CH:9][CH:10]=2)=[O:15])[CH2:20][CH2:19]1. (6) Given the reactants C([O:3][C:4](=O)[C:5]1[CH:10]=[CH:9][C:8]([O:11][CH2:12][CH2:13][N:14]2[CH2:20][CH2:19][CH2:18][CH2:17][CH2:16][CH2:15]2)=[CH:7][CH:6]=1)C.[H-].[Al+3].[Li+].[H-].[H-].[H-].N, predict the reaction product. The product is: [N:14]1([CH2:13][CH2:12][O:11][C:8]2[CH:7]=[CH:6][C:5]([CH2:4][OH:3])=[CH:10][CH:9]=2)[CH2:20][CH2:19][CH2:18][CH2:17][CH2:16][CH2:15]1. (7) Given the reactants C1(N[CH:8]2[CH2:13][CH2:12][CH2:11][CH2:10][CH2:9]2)CCCCC1.[C:14]([O:18][C:19]([NH:21][C@H:22]([C:32]([OH:34])=O)[CH2:23][NH:24][C:25]([O:27][C:28]([CH3:31])([CH3:30])[CH3:29])=[O:26])=[O:20])([CH3:17])([CH3:16])[CH3:15].[ClH:35].CN(C)CCCN=C=NCC.O.ON1C2C=CC=CC=2N=N1.C(N(CC)C(C)C)(C)C.FC(F)(F)C(O)=O.[NH2:74][C@H:75]([C:77]([O:79][CH2:80][CH2:81][O:82][C:83]1[CH:88]=[CH:87][C:86]([C:89]2[C:94]([C:95]#[N:96])=[C:93]([N:97]3[CH2:101][CH2:100][CH2:99][CH2:98]3)[N:92]=[C:91]([S:102][CH2:103][C:104]3[N:105]=[C:106](C4C=CC(Cl)=CC=4)[S:107][CH:108]=3)[C:90]=2[C:116]#[N:117])=[CH:85][CH:84]=1)=[O:78])[CH3:76], predict the reaction product. The product is: [C:14]([O:18][C:19]([NH:21][C@H:22]([C:32]([NH:74][C@H:75]([C:77]([O:79][CH2:80][CH2:81][O:82][C:83]1[CH:88]=[CH:87][C:86]([C:89]2[C:94]([C:95]#[N:96])=[C:93]([N:97]3[CH2:98][CH2:99][CH2:100][CH2:101]3)[N:92]=[C:91]([S:102][CH2:103][C:104]3[N:105]=[C:106]([C:8]4[CH:9]=[CH:10][C:11]([Cl:35])=[CH:12][CH:13]=4)[S:107][CH:108]=3)[C:90]=2[C:116]#[N:117])=[CH:85][CH:84]=1)=[O:78])[CH3:76])=[O:34])[CH2:23][NH:24][C:25]([O:27][C:28]([CH3:29])([CH3:30])[CH3:31])=[O:26])=[O:20])([CH3:15])([CH3:16])[CH3:17].